Dataset: Full USPTO retrosynthesis dataset with 1.9M reactions from patents (1976-2016). Task: Predict the reactants needed to synthesize the given product. (1) Given the product [CH:1]1(/[C:5](/[B:31]2[O:32][CH2:33][C:34]([CH3:37])([CH3:38])[CH2:35][O:36]2)=[C:6](/[C:48]2[CH:55]=[CH:54][C:51]([CH:52]=[O:53])=[CH:50][CH:49]=2)\[C:7]2[CH:8]=[C:9]3[C:13](=[CH:14][CH:15]=2)[N:12]([CH:16]2[CH2:21][CH2:20][CH2:19][CH2:18][O:17]2)[N:11]=[C:10]3[F:22])[CH2:2][CH2:3][CH2:4]1, predict the reactants needed to synthesize it. The reactants are: [CH:1]1([C:5]#[C:6][C:7]2[CH:8]=[C:9]3[C:13](=[CH:14][CH:15]=2)[N:12]([CH:16]2[CH2:21][CH2:20][CH2:19][CH2:18][O:17]2)[N:11]=[C:10]3[F:22])[CH2:4][CH2:3][CH2:2]1.[B:31]1([B:31]2[O:36][CH2:35][C:34]([CH3:38])([CH3:37])[CH2:33][O:32]2)[O:36][CH2:35][C:34]([CH3:38])([CH3:37])[CH2:33][O:32]1.CC1CCCO1.N#N.I[C:48]1[CH:55]=[CH:54][C:51]([CH:52]=[O:53])=[CH:50][CH:49]=1.C(=O)([O-])[O-].[Cs+].[Cs+]. (2) Given the product [CH2:25]([N:32]1[CH2:41][CH2:40][C:39]2[C:34](=[N:35][C:36]([N:9]3[CH2:8][CH2:7][CH:6]([O:5][C:4]4[CH:12]=[CH:13][C:14]([O:16][CH3:17])=[CH:15][C:3]=4[F:2])[CH2:11][CH2:10]3)=[C:37]([NH:42][CH:43]([CH3:45])[CH3:44])[N:38]=2)[CH2:33]1)[C:26]1[CH:27]=[CH:28][CH:29]=[CH:30][CH:31]=1.[C:19]([OH:20])([C:21]([F:24])([F:23])[F:22])=[O:18], predict the reactants needed to synthesize it. The reactants are: Cl.[F:2][C:3]1[CH:15]=[C:14]([O:16][CH3:17])[CH:13]=[CH:12][C:4]=1[O:5][CH:6]1[CH2:11][CH2:10][NH:9][CH2:8][CH2:7]1.[OH:18][C:19]([C:21]([F:24])([F:23])[F:22])=[O:20].[CH2:25]([N:32]1[CH2:41][CH2:40][C:39]2[C:34](=[N:35][C:36](Cl)=[C:37]([NH:42][CH:43]([CH3:45])[CH3:44])[N:38]=2)[CH2:33]1)[C:26]1[CH:31]=[CH:30][CH:29]=[CH:28][CH:27]=1.CC(C)([O-])C.[Na+]. (3) Given the product [Cl:13][C:14]1[N:22]=[C:21]2[C:17]([N:18]=[CH:19][N:20]2[CH:24]([CH3:29])[CH3:25])=[C:16]([Cl:23])[N:15]=1, predict the reactants needed to synthesize it. The reactants are: CCOC(/N=N/C(OCC)=O)=O.[Cl:13][C:14]1[N:22]=[C:21]2[C:17]([NH:18][CH:19]=[N:20]2)=[C:16]([Cl:23])[N:15]=1.[C:24]1(P(C2C=CC=CC=2)C2C=CC=CC=2)[CH:29]=CC=C[CH:25]=1.C(O)(C)C.